This data is from Forward reaction prediction with 1.9M reactions from USPTO patents (1976-2016). The task is: Predict the product of the given reaction. Given the reactants [CH3:1][C:2]1[N:6]=[C:5]([CH3:7])[S:4][C:3]=1/[CH:8]=[CH:9]/[C:10](N(C)C)=O.[CH2:15]([NH:22][S:23]([C:26]1[CH:31]=[CH:30][C:29]([NH:32][C:33]([NH2:35])=[NH:34])=[CH:28][CH:27]=1)(=[O:25])=[O:24])[C:16]1[CH:21]=[CH:20][CH:19]=[CH:18][CH:17]=1, predict the reaction product. The product is: [CH2:15]([NH:22][S:23]([C:26]1[CH:31]=[CH:30][C:29]([NH:32][C:33]2[N:35]=[C:8]([C:3]3[S:4][C:5]([CH3:7])=[N:6][C:2]=3[CH3:1])[CH:9]=[CH:10][N:34]=2)=[CH:28][CH:27]=1)(=[O:24])=[O:25])[C:16]1[CH:21]=[CH:20][CH:19]=[CH:18][CH:17]=1.